This data is from Reaction yield outcomes from USPTO patents with 853,638 reactions. The task is: Predict the reaction yield, written as a fraction of the theoretical maximum amount of product (1.0 means a 100% yield; for example, 0.34 means a 34% yield). The reactants are C(C1C=CN=C(C2C=C(C(C)(C)C)C=CN=2)C=1)(C)(C)C.[CH3:36][C:31]1([CH3:37])[C:32]([CH3:35])([CH3:34])[O:33][B:29]([B:29]2[O:33][C:32]([CH3:35])([CH3:34])[C:31]([CH3:37])([CH3:36])[O:30]2)[O:30]1.[Cl:39][C:40]1[CH:41]=[CH:42][CH:43]=[C:44]2[C:48]=1[NH:47][CH:46]=[CH:45]2. The catalyst is COCCOC. The product is [Cl:39][C:40]1[CH:41]=[CH:42][CH:43]=[C:44]2[C:48]=1[NH:47][C:46]([B:29]1[O:30][C:31]([CH3:36])([CH3:37])[C:32]([CH3:34])([CH3:35])[O:33]1)=[CH:45]2. The yield is 0.960.